Task: Predict the product of the given reaction.. Dataset: Forward reaction prediction with 1.9M reactions from USPTO patents (1976-2016) Given the reactants [C:1]1([S:7]([N:10]2[C:14]3=[N:15][CH:16]=[CH:17][CH:18]=[C:13]3[C:12](B3OC(C)(C)C(C)(C)O3)=[CH:11]2)(=[O:9])=[O:8])[CH:6]=[CH:5][CH:4]=[CH:3][CH:2]=1.I[C:29]1[CH:30]=[C:31]2[C:35](=[CH:36][CH:37]=1)[N:34]([CH3:38])[N:33]=[C:32]2[NH2:39].C(=O)(O)[O-].[Na+].ClCCl, predict the reaction product. The product is: [CH3:38][N:34]1[C:35]2[C:31](=[CH:30][C:29]([C:12]3[C:13]4[C:14](=[N:15][CH:16]=[CH:17][CH:18]=4)[N:10]([S:7]([C:1]4[CH:2]=[CH:3][CH:4]=[CH:5][CH:6]=4)(=[O:8])=[O:9])[CH:11]=3)=[CH:37][CH:36]=2)[C:32]([NH2:39])=[N:33]1.